Dataset: NCI-60 drug combinations with 297,098 pairs across 59 cell lines. Task: Regression. Given two drug SMILES strings and cell line genomic features, predict the synergy score measuring deviation from expected non-interaction effect. (1) Drug 1: C1=C(C(=O)NC(=O)N1)N(CCCl)CCCl. Drug 2: C1=NNC2=C1C(=O)NC=N2. Cell line: 786-0. Synergy scores: CSS=13.0, Synergy_ZIP=-13.2, Synergy_Bliss=-12.0, Synergy_Loewe=-44.1, Synergy_HSA=-11.7. (2) Drug 1: CNC(=O)C1=CC=CC=C1SC2=CC3=C(C=C2)C(=NN3)C=CC4=CC=CC=N4. Drug 2: CC1=C(C=C(C=C1)C(=O)NC2=CC(=CC(=C2)C(F)(F)F)N3C=C(N=C3)C)NC4=NC=CC(=N4)C5=CN=CC=C5. Cell line: NCI/ADR-RES. Synergy scores: CSS=-2.02, Synergy_ZIP=1.37, Synergy_Bliss=-1.38, Synergy_Loewe=-1.68, Synergy_HSA=-3.13. (3) Drug 1: C1=CC(=CC=C1CC(C(=O)O)N)N(CCCl)CCCl.Cl. Drug 2: C1=CN(C=N1)CC(O)(P(=O)(O)O)P(=O)(O)O. Cell line: OVCAR-8. Synergy scores: CSS=-4.03, Synergy_ZIP=-4.72, Synergy_Bliss=-10.6, Synergy_Loewe=-15.7, Synergy_HSA=-12.8.